From a dataset of Forward reaction prediction with 1.9M reactions from USPTO patents (1976-2016). Predict the product of the given reaction. (1) Given the reactants [CH2:1]([O:3][C:4](=[O:18])[CH:5]=[C:6]1[CH2:15][CH2:14][C:13]2[C:8](=[CH:9][CH:10]=[C:11]([O:16][CH3:17])[CH:12]=2)[CH2:7]1)[CH3:2], predict the reaction product. The product is: [CH2:1]([O:3][C:4](=[O:18])[CH2:5][CH:6]1[CH2:15][CH2:14][C:13]2[C:8](=[CH:9][CH:10]=[C:11]([O:16][CH3:17])[CH:12]=2)[CH2:7]1)[CH3:2]. (2) Given the reactants C(OC)(=O)/C=C/C=C/C(OC)=O.[CH:13]1([C:23]([O:25][CH3:26])=[O:24])[CH2:18][CH2:17][CH:16]([C:19]([O:21][CH3:22])=[O:20])[CH:15]=[CH:14]1.[C:27]1([C:37]([O:39][CH3:40])=[O:38])[CH2:32][CH2:31][CH:30]([C:33]([O:35][CH3:36])=[O:34])[CH2:29][CH:28]=1, predict the reaction product. The product is: [C:19]([O:21][CH3:22])(=[O:20])[C:16]1[CH:17]=[CH:18][C:13]([C:23]([O:25][CH3:26])=[O:24])=[CH:14][CH:15]=1.[CH:30]1([C:33]([O:35][CH3:36])=[O:34])[CH2:29][CH2:28][CH:27]([C:37]([O:39][CH3:40])=[O:38])[CH2:32][CH2:31]1. (3) Given the reactants [Br:1][C:2]1[CH:3]=[C:4]([CH:12]=[C:13]([Br:17])[C:14]=1[O:15][CH3:16])[CH2:5][C@:6]([CH3:11])([C:8]([OH:10])=[O:9])[NH2:7].F[C:19](F)(F)C(O)=O.Br.C=O, predict the reaction product. The product is: [Br:1][C:2]1[CH:3]=[C:4]2[C:12](=[C:13]([Br:17])[C:14]=1[O:15][CH3:16])[CH2:19][NH:7][C@@:6]([CH3:11])([C:8]([OH:10])=[O:9])[CH2:5]2. (4) Given the reactants Cl.Cl[C:3]1[N:12]=[C:11]([N:13]([C:15]2[CH:20]=[CH:19][C:18]([O:21][CH3:22])=[CH:17][CH:16]=2)[CH3:14])[C:10]2[C:5](=[CH:6][CH:7]=[CH:8][CH:9]=2)[N:4]=1.[CH3:23][NH2:24].[C:25]([O:28][CH2:29]C)(=O)[CH3:26], predict the reaction product. The product is: [CH2:25]([O:28][CH2:29][N:24]([CH3:23])[C:3]1[N:12]=[C:11]([N:13]([C:15]2[CH:20]=[CH:19][C:18]([O:21][CH3:22])=[CH:17][CH:16]=2)[CH3:14])[C:10]2[C:5](=[CH:6][CH:7]=[CH:8][CH:9]=2)[N:4]=1)[CH3:26]. (5) Given the reactants I[C:2]1[C:10]2[C:5](=[N:6][CH:7]=[N:8][C:9]=2[NH2:11])[N:4]([C@H:12]2[CH2:17][CH2:16][C@@H:15]([N:18]3[CH2:23][CH2:22][N:21]([CH3:24])[CH2:20][CH2:19]3)[CH2:14][CH2:13]2)[N:3]=1.[CH3:25][O:26][C:27]1[CH:28]=[C:29](B(O)O)[CH:30]=[CH:31][C:32]=1[N:33]([CH3:44])[C:34](=[O:43])[CH2:35][CH2:36][C:37]1[CH:42]=[CH:41][CH:40]=[CH:39][CH:38]=1.C(=O)([O-])[O-].[Na+].[Na+], predict the reaction product. The product is: [NH2:11][C:9]1[N:8]=[CH:7][N:6]=[C:5]2[N:4]([C@H:12]3[CH2:17][CH2:16][C@@H:15]([N:18]4[CH2:23][CH2:22][N:21]([CH3:24])[CH2:20][CH2:19]4)[CH2:14][CH2:13]3)[N:3]=[C:2]([C:29]3[CH:30]=[CH:31][C:32]([N:33]([CH3:44])[C:34](=[O:43])[CH2:35][CH2:36][C:37]4[CH:38]=[CH:39][CH:40]=[CH:41][CH:42]=4)=[C:27]([O:26][CH3:25])[CH:28]=3)[C:10]=12. (6) Given the reactants [C:1]([O:5][C:6]([N:8]1[CH2:11][CH:10]([O:12][C:13]2[CH:18]=[C:17]([Br:19])[CH:16]=[CH:15][C:14]=2[CH:20]=[O:21])[CH2:9]1)=[O:7])([CH3:4])([CH3:3])[CH3:2].[C:22]1([Mg]Br)[CH:27]=[CH:26][CH:25]=[CH:24][CH:23]=1, predict the reaction product. The product is: [C:1]([O:5][C:6]([N:8]1[CH2:11][CH:10]([O:12][C:13]2[CH:18]=[C:17]([Br:19])[CH:16]=[CH:15][C:14]=2[CH:20]([OH:21])[C:22]2[CH:27]=[CH:26][CH:25]=[CH:24][CH:23]=2)[CH2:9]1)=[O:7])([CH3:4])([CH3:2])[CH3:3].